From a dataset of Forward reaction prediction with 1.9M reactions from USPTO patents (1976-2016). Predict the product of the given reaction. (1) Given the reactants C[O:2][C:3]([C:5]1([CH2:19][C:20]([CH3:22])=[CH2:21])[CH2:9][C:8](=[O:10])[N:7]([C:11]2[C:16]([CH3:17])=[CH:15][CH:14]=[CH:13][C:12]=2[CH3:18])[CH2:6]1)=[O:4].[Li+].[OH-], predict the reaction product. The product is: [CH3:17][C:16]1[CH:15]=[CH:14][CH:13]=[C:12]([CH3:18])[C:11]=1[N:7]1[C:8](=[O:10])[CH2:9][C:5]([CH2:19][C:20]([CH3:22])=[CH2:21])([C:3]([OH:4])=[O:2])[CH2:6]1. (2) Given the reactants [F:1][C:2]1[CH:53]=[CH:52][C:51]([F:54])=[CH:50][C:3]=1[CH2:4][N:5]1[C:9]([CH3:10])=[C:8]([C:11]2[C:19]3[C:14](=[N:15][CH:16]=[C:17]([C:20]4[CH:25]=[CH:24][C:23]([N:26]5[CH2:31][CH2:30][N:29]([C:32]([O:34][C:35]([CH3:38])([CH3:37])[CH3:36])=[O:33])[CH2:28][CH2:27]5)=[CH:22][CH:21]=4)[CH:18]=3)[N:13](S(C3C=CC(C)=CC=3)(=O)=O)[CH:12]=2)[C:7]([CH3:49])=[N:6]1.[OH-].[Li+], predict the reaction product. The product is: [F:1][C:2]1[CH:53]=[CH:52][C:51]([F:54])=[CH:50][C:3]=1[CH2:4][N:5]1[C:9]([CH3:10])=[C:8]([C:11]2[C:19]3[C:14](=[N:15][CH:16]=[C:17]([C:20]4[CH:25]=[CH:24][C:23]([N:26]5[CH2:27][CH2:28][N:29]([C:32]([O:34][C:35]([CH3:37])([CH3:38])[CH3:36])=[O:33])[CH2:30][CH2:31]5)=[CH:22][CH:21]=4)[CH:18]=3)[NH:13][CH:12]=2)[C:7]([CH3:49])=[N:6]1. (3) Given the reactants [CH3:1][C:2]1[CH:7]=[CH:6][CH:5]=[CH:4][C:3]=1[NH:8][C:9]1[O:10][C:11]2[CH:17]=[C:16]([CH2:18][C:19](O)=[O:20])[CH:15]=[CH:14][C:12]=2[N:13]=1.C([O:25][C@@H:26]1[CH2:30][NH:29][C@H:28]([CH2:31][O:32][C:33]2[CH:41]=[CH:40][C:36]([C:37]([O-:39])=[O:38])=[CH:35][CH:34]=2)[CH2:27]1)(=O)C.CCN=C=NCCCN(C)C.Cl.C1C=CC2N(O)N=NC=2C=1.C(N(CC)CC)C, predict the reaction product. The product is: [OH:25][C@@H:26]1[CH2:30][N:29]([C:19](=[O:20])[CH2:18][C:16]2[CH:15]=[CH:14][C:12]3[N:13]=[C:9]([NH:8][C:3]4[CH:4]=[CH:5][CH:6]=[CH:7][C:2]=4[CH3:1])[O:10][C:11]=3[CH:17]=2)[C@H:28]([CH2:31][O:32][C:33]2[CH:34]=[CH:35][C:36]([C:37]([OH:39])=[O:38])=[CH:40][CH:41]=2)[CH2:27]1. (4) Given the reactants C([N:8]1[CH2:13][CH:12]([CH2:14][CH2:15][CH3:16])[CH:11]([C:17]2[CH:22]=[CH:21][C:20]([F:23])=[CH:19][CH:18]=2)[CH:10]([O:24][CH2:25][C:26]2[CH:35]=[C:34]([O:36][CH2:37][C:38]3[CH:43]=[CH:42][CH:41]=[CH:40][CH:39]=3)[C:33]3[C:28](=[CH:29][CH:30]=[CH:31][CH:32]=3)[CH:27]=2)[CH2:9]1)C1C=CC=CC=1.Cl[C:45]([O:47][CH2:48][CH2:49][Si:50]([CH3:53])([CH3:52])[CH3:51])=[O:46], predict the reaction product. The product is: [CH2:37]([O:36][C:34]1[C:33]2[C:28](=[CH:29][CH:30]=[CH:31][CH:32]=2)[CH:27]=[C:26]([CH2:25][O:24][CH:10]2[CH:11]([C:17]3[CH:18]=[CH:19][C:20]([F:23])=[CH:21][CH:22]=3)[CH:12]([CH2:14][CH2:15][CH3:16])[CH2:13][N:8]([C:45]([O:47][CH2:48][CH2:49][Si:50]([CH3:53])([CH3:52])[CH3:51])=[O:46])[CH2:9]2)[CH:35]=1)[C:38]1[CH:39]=[CH:40][CH:41]=[CH:42][CH:43]=1. (5) Given the reactants [CH:1]([C:4]1[CH:5]=[N:6][N:7]2[C:12](N(C)C3C=CC=CC=3)=[N:11][C:10]([S:21][CH3:22])=[N:9][C:8]=12)([CH3:3])[CH3:2].[Br:23][C:24]1[CH:31]=[CH:30][C:27]([CH2:28][NH2:29])=[CH:26][CH:25]=1, predict the reaction product. The product is: [Br:23][C:24]1[CH:31]=[CH:30][C:27]([CH2:28][NH:29][C:12]2[N:7]3[N:6]=[CH:5][C:4]([CH:1]([CH3:3])[CH3:2])=[C:8]3[N:9]=[C:10]([S:21][CH3:22])[N:11]=2)=[CH:26][CH:25]=1. (6) Given the reactants [CH3:1][O:2][C:3](=[O:19])[C:4]1[CH:9]=[CH:8][C:7](OS(C(F)(F)F)(=O)=O)=[CH:6][C:5]=1[F:18].[Br-].[CH:21]1([Zn+])[CH2:26][CH2:25][CH2:24][CH2:23][CH2:22]1.C1COCC1.[Cl-].[NH4+], predict the reaction product. The product is: [CH3:1][O:2][C:3](=[O:19])[C:4]1[CH:9]=[CH:8][C:7]([CH:21]2[CH2:26][CH2:25][CH2:24][CH2:23][CH2:22]2)=[CH:6][C:5]=1[F:18].